From a dataset of Reaction yield outcomes from USPTO patents with 853,638 reactions. Predict the reaction yield, written as a fraction of the theoretical maximum amount of product (1.0 means a 100% yield; for example, 0.34 means a 34% yield). The reactants are [CH:1]([CH:4]1[C:9]2=[CH:10][C:11]3[CH:12]=[CH:13][C:14]([S:17][CH3:18])=[CH:15][C:16]=3[N:8]2[CH2:7][CH2:6][NH:5]1)([CH3:3])[CH3:2].CCN(C(C)C)C(C)C.Cl[C:29]1[N:34]=[C:33]([C:35]([F:38])([F:37])[F:36])[C:32]([C:39](=[O:41])[CH3:40])=[CH:31][N:30]=1. The catalyst is CC(O)C. The product is [CH:1]([CH:4]1[C:9]2=[CH:10][C:11]3[CH:12]=[CH:13][C:14]([S:17][CH3:18])=[CH:15][C:16]=3[N:8]2[CH2:7][CH2:6][N:5]1[C:29]1[N:34]=[C:33]([C:35]([F:36])([F:37])[F:38])[C:32]([C:39](=[O:41])[CH3:40])=[CH:31][N:30]=1)([CH3:3])[CH3:2]. The yield is 0.697.